This data is from Forward reaction prediction with 1.9M reactions from USPTO patents (1976-2016). The task is: Predict the product of the given reaction. (1) Given the reactants [Br:1][C:2]1[CH:7]=[CH:6][C:5]([CH2:8][CH:9]([CH3:14])[CH2:10][C:11]([OH:13])=O)=[CH:4][CH:3]=1, predict the reaction product. The product is: [Br:1][C:2]1[CH:3]=[C:4]2[C:5]([CH2:8][CH:9]([CH3:14])[CH2:10][C:11]2=[O:13])=[CH:6][CH:7]=1. (2) The product is: [CH2:25]([N:19]1[CH2:18][CH2:17][N:16]([C:11]2[CH:12]=[CH:13][CH:14]=[CH:15][C:10]=2[CH:4]2[CH2:3][C:2]([CH3:22])([CH3:1])[CH2:7][C:6]([CH3:8])([CH3:9])[CH2:5]2)[CH2:21][CH2:20]1)[CH:24]=[CH2:23]. Given the reactants [CH3:1][C:2]1([CH3:22])[CH2:7][C:6]([CH3:9])([CH3:8])[CH2:5][CH:4]([C:10]2[CH:15]=[CH:14][CH:13]=[CH:12][C:11]=2[N:16]2[CH2:21][CH2:20][NH:19][CH2:18][CH2:17]2)[CH2:3]1.[CH2:23](Br)[CH:24]=[CH2:25].C(=O)([O-])[O-].[K+].[K+].C(=O)([O-])O.[Na+], predict the reaction product. (3) Given the reactants C(OC([C:6]1[C:10]([C:11]2[CH:16]=[CH:15][N:14]=[CH:13][CH:12]=2)=[CH:9][S:8][C:7]=1[NH2:17])=O)C.[OH-].[K+].CCO, predict the reaction product. The product is: [N:14]1[CH:15]=[CH:16][C:11]([C:10]2[CH:6]=[C:7]([NH2:17])[S:8][CH:9]=2)=[CH:12][CH:13]=1. (4) Given the reactants [NH2:1][C:2]1[C:3]([CH3:19])=[N:4][C:5]([CH3:18])=[CH:6][C:7]=1[NH:8][C:9]1[CH:14]=[CH:13][C:12]([CH2:15][CH2:16][OH:17])=[CH:11][CH:10]=1.[C:20](O[C:20](=[O:23])[CH2:21][CH3:22])(=[O:23])[CH2:21][CH3:22].[C:29](O)(=O)[CH2:30][CH3:31], predict the reaction product. The product is: [C:20]([O:17][CH2:16][CH2:15][C:12]1[CH:13]=[CH:14][C:9]([N:8]2[C:7]3[CH:6]=[C:5]([CH3:18])[N:4]=[C:3]([CH3:19])[C:2]=3[N:1]=[C:29]2[CH2:30][CH3:31])=[CH:10][CH:11]=1)(=[O:23])[CH2:21][CH3:22]. (5) Given the reactants [F:1][C:2]1[C:3]([Cl:31])=[C:4]2[C:14]3[C:9](=[CH:10][N:11]=[C:12]([C:15]4[CH:16]=[N:17][CH:18]=[CH:19][CH:20]=4)[CH:13]=3)[N:8](S(C3C=CC(C)=CC=3)(=O)=O)[C:5]2=[N:6][CH:7]=1.CO.C1COCC1.[OH-].[Li+], predict the reaction product. The product is: [Cl:31][C:3]1[C:2]([F:1])=[CH:7][N:6]=[C:5]2[NH:8][C:9]3[C:14]([C:4]=12)=[CH:13][C:12]([C:15]1[CH:16]=[N:17][CH:18]=[CH:19][CH:20]=1)=[N:11][CH:10]=3.